Dataset: Full USPTO retrosynthesis dataset with 1.9M reactions from patents (1976-2016). Task: Predict the reactants needed to synthesize the given product. (1) Given the product [Br:1][C:2]1[CH:3]=[C:4]2[C:8](=[CH:9][C:10]=1[N+:11]([O-:13])=[O:12])[NH:7][N:6]=[C:5]2[I:23], predict the reactants needed to synthesize it. The reactants are: [Br:1][C:2]1[CH:3]=[C:4]2[C:8](=[CH:9][C:10]=1[N+:11]([O-:13])=[O:12])[NH:7][N:6]=[CH:5]2.[OH-].[K+].C1C(=O)N([I:23])C(=O)C1.O. (2) Given the product [NH2:1][CH:2]([CH:14]([OH:15])[C:11]1[CH:10]=[CH:9][C:8]([O:7][CH3:6])=[CH:13][CH:12]=1)[C:3]([OH:5])=[O:4], predict the reactants needed to synthesize it. The reactants are: [NH2:1][CH2:2][C:3]([OH:5])=[O:4].[CH3:6][O:7][C:8]1[CH:9]=[CH:10][C:11]([CH:14]=[O:15])=[CH:12][CH:13]=1.[OH-].[K+].